This data is from Reaction yield outcomes from USPTO patents with 853,638 reactions. The task is: Predict the reaction yield, written as a fraction of the theoretical maximum amount of product (1.0 means a 100% yield; for example, 0.34 means a 34% yield). (1) The reactants are [Cl:1][C:2]1[CH:3]=[C:4]([CH:7]=[C:8]([O:10][CH3:11])[CH:9]=1)[CH:5]=O.C(O[C:15](=[O:19])[CH2:16][C:17]#[N:18])C.[CH:20]1([NH:23][C:24]([NH2:26])=[NH:25])[CH2:22][CH2:21]1.Cl.C(=O)([O-])[O-].[K+].[K+]. The catalyst is C(O)C. The product is [C:17]([C:16]1[C:15](=[O:19])[NH:26][C:24]([NH:23][CH:20]2[CH2:22][CH2:21]2)=[N:25][C:5]=1[C:4]1[CH:7]=[C:8]([O:10][CH3:11])[CH:9]=[C:2]([Cl:1])[CH:3]=1)#[N:18]. The yield is 0.350. (2) The reactants are Br[CH2:2][C:3]1[C:8]([N+:9]([O-:11])=[O:10])=[CH:7][CH:6]=[CH:5][N:4]=1.[CH3:12][C:13]1[CH:18]=[CH:17][C:16]([OH:19])=[CH:15][CH:14]=1. No catalyst specified. The product is [CH3:12][C:13]1[CH:18]=[CH:17][C:16]([O:19][CH2:2][C:3]2[C:8]([N+:9]([O-:11])=[O:10])=[CH:7][CH:6]=[CH:5][N:4]=2)=[CH:15][CH:14]=1. The yield is 0.850. (3) The yield is 0.660. The reactants are [Br:1][C:2]1[CH:7]=[CH:6][CH:5]=[C:4](I)[CH:3]=1.[C:9]([C:11]1[CH:16]=[C:15]([CH3:17])[N:14]=[C:13]([CH3:18])[CH:12]=1)#[CH:10]. The catalyst is O1CCCC1.C(N(CC)CC)C.[Cu]I. The product is [Br:1][C:2]1[CH:3]=[C:4]([C:10]#[C:9][C:11]2[CH:16]=[C:15]([CH3:17])[N:14]=[C:13]([CH3:18])[CH:12]=2)[CH:5]=[CH:6][CH:7]=1. (4) The reactants are [NH2:1][CH:2]([CH2:6][C:7]1[CH:12]=[CH:11][C:10]([Br:13])=[CH:9][CH:8]=1)[C:3]([OH:5])=[O:4].O=S(Cl)Cl.[CH3:18][CH2:19]O. No catalyst specified. The product is [CH2:18]([O:4][C:3](=[O:5])[CH:2]([NH2:1])[CH2:6][C:7]1[CH:8]=[CH:9][C:10]([Br:13])=[CH:11][CH:12]=1)[CH3:19]. The yield is 0.720. (5) The reactants are [CH2:1]([O:8][CH:9]1[CH2:14][CH2:13][C:12]([CH3:18])([C:15](O)=[O:16])[CH2:11][CH2:10]1)[C:2]1[CH:7]=[CH:6][CH:5]=[CH:4][CH:3]=1.S(Cl)([Cl:21])=O. No catalyst specified. The product is [CH2:1]([O:8][CH:9]1[CH2:14][CH2:13][C:12]([CH3:18])([C:15]([Cl:21])=[O:16])[CH2:11][CH2:10]1)[C:2]1[CH:7]=[CH:6][CH:5]=[CH:4][CH:3]=1. The yield is 0.990. (6) The reactants are [Cl-].[Cl-].[Cl-].[Al+3].[CH3:5][CH:6]([CH3:10])[C:7](Cl)=[O:8].[C:11]([O:14][CH2:15][CH2:16][O:17][C:18]1[CH:23]=[CH:22][CH:21]=[CH:20][CH:19]=1)(=[O:13])[CH3:12].Cl. The catalyst is ClCCl.O. The product is [C:11]([O:14][CH2:15][CH2:16][O:17][C:18]1[CH:23]=[CH:22][C:21]([C:7](=[O:8])[CH:6]([CH3:10])[CH3:5])=[CH:20][CH:19]=1)(=[O:13])[CH3:12]. The yield is 0.987. (7) The reactants are Cl[CH2:2][CH2:3][CH:4]1[CH2:9][CH2:8][N:7]([C:10]2[N:11]=[N:12][C:13]([CH3:16])=[CH:14][CH:15]=2)[CH2:6][CH2:5]1.[OH:17][C:18]1[CH:27]=[C:26]2[C:21]([C:22]([O:28][CH2:29][CH3:30])=[N:23][CH:24]=[N:25]2)=[CH:20][CH:19]=1.C(=O)([O-])[O-].[K+].[K+].[I-].[K+]. The catalyst is CN(C=O)C. The product is [CH3:16][C:13]1[N:12]=[N:11][C:10]([N:7]2[CH2:8][CH2:9][CH:4]([CH2:3][CH2:2][O:17][C:18]3[CH:27]=[C:26]4[C:21]([C:22]([O:28][CH2:29][CH3:30])=[N:23][CH:24]=[N:25]4)=[CH:20][CH:19]=3)[CH2:5][CH2:6]2)=[CH:15][CH:14]=1. The yield is 0.180. (8) The reactants are [NH2:1][CH:2]([C:8]#[N:9])[C:3]([O:5][CH2:6][CH3:7])=[O:4].C([O-])(O)=O.[Na+].[C:15](Cl)(=[O:22])[C:16]1[CH:21]=[CH:20][CH:19]=[CH:18][CH:17]=1. The catalyst is C(Cl)Cl.O. The product is [C:15]([NH:1][CH:2]([C:8]#[N:9])[C:3]([O:5][CH2:6][CH3:7])=[O:4])(=[O:22])[C:16]1[CH:21]=[CH:20][CH:19]=[CH:18][CH:17]=1. The yield is 0.220. (9) The reactants are [O:1]1[CH:5]=[CH:4][CH:3]=[C:2]1[C:6]1[N:7]=[C:8]([NH:19]C(=O)OC(C)(C)C)[S:9][C:10]=1[C:11]([C:13]1[CH:18]=[CH:17][CH:16]=[CH:15][N:14]=1)=[O:12]. The catalyst is FC(F)(F)C(O)=O. The product is [N:14]1[CH:15]=[CH:16][CH:17]=[CH:18][C:13]=1[C:11]([C:10]1[S:9][C:8]([NH2:19])=[N:7][C:6]=1[C:2]1[O:1][CH:5]=[CH:4][CH:3]=1)=[O:12]. The yield is 0.990.